From a dataset of Catalyst prediction with 721,799 reactions and 888 catalyst types from USPTO. Predict which catalyst facilitates the given reaction. Reactant: [O:1]=[C:2]([CH3:17])[CH2:3][CH2:4][C:5]1[CH:6]=[CH:7][C:8]2[N:9]([C:11]([C:14]([OH:16])=O)=[CH:12][N:13]=2)[CH:10]=1.C(Cl)(=O)C(Cl)=O.CN(C)C=O.[NH2:29][C:30]1[CH:31]=[C:32]([C:37]2[N:41]=[C:40]([CH:42]3[CH2:45][N:44]([C:46]([O:48][CH3:49])=[O:47])[CH2:43]3)[O:39][N:38]=2)[CH:33]=[CH:34][C:35]=1[CH3:36]. Product: [CH3:36][C:35]1[CH:34]=[CH:33][C:32]([C:37]2[N:41]=[C:40]([CH:42]3[CH2:43][N:44]([C:46]([O:48][CH3:49])=[O:47])[CH2:45]3)[O:39][N:38]=2)=[CH:31][C:30]=1[NH:29][C:14]([C:11]1[N:9]2[CH:10]=[C:5]([CH2:4][CH2:3][C:2](=[O:1])[CH3:17])[CH:6]=[CH:7][C:8]2=[N:13][CH:12]=1)=[O:16]. The catalyst class is: 272.